From a dataset of Forward reaction prediction with 1.9M reactions from USPTO patents (1976-2016). Predict the product of the given reaction. The product is: [CH:7]1[CH:8]=[CH:9][C:10]2[C:5](=[CH:4][CH:3]=[CH:2][C:1]=2[OH:11])[CH:6]=1. Given the reactants [C:1]1([O:11]C2C3C(=CC=CC=3)C=CC=2)[C:10]2[C:5](=[CH:6][CH:7]=[CH:8][CH:9]=2)[CH:4]=[CH:3][CH:2]=1.B(Br)(Br)Br.C(O)C.C([O-])(O)=O.[Na+], predict the reaction product.